Dataset: Catalyst prediction with 721,799 reactions and 888 catalyst types from USPTO. Task: Predict which catalyst facilitates the given reaction. (1) Reactant: [NH:1]1[C:9]2[C:4](=[CH:5][CH:6]=[CH:7][C:8]=2[C:10]([OH:12])=O)[CH:3]=[CH:2]1.CN(C(ON1N=NC2C=CC=CC1=2)=[N+](C)C)C.[B-](F)(F)(F)F.C(N(CC)C(C)C)(C)C.[C:44]([C:48]1[CH:67]=[CH:66][C:51]([CH2:52][NH:53][CH2:54][CH2:55][C:56]2[CH:61]=[CH:60][C:59]([C:62]([F:65])([F:64])[F:63])=[CH:58][CH:57]=2)=[CH:50][CH:49]=1)([CH3:47])([CH3:46])[CH3:45]. Product: [C:44]([C:48]1[CH:67]=[CH:66][C:51]([CH2:52][N:53]([CH2:54][CH2:55][C:56]2[CH:57]=[CH:58][C:59]([C:62]([F:65])([F:63])[F:64])=[CH:60][CH:61]=2)[C:10]([C:8]2[CH:7]=[CH:6][CH:5]=[C:4]3[C:9]=2[NH:1][CH:2]=[CH:3]3)=[O:12])=[CH:50][CH:49]=1)([CH3:47])([CH3:45])[CH3:46]. The catalyst class is: 18. (2) Reactant: C(OC(=O)[NH:7][C:8]1[CH:13]=[CH:12][C:11]([C:14]([N:16]2[CH2:22][C:21]3([CH3:24])[CH2:23][CH:17]2[CH2:18][C:19]([CH3:26])([CH3:25])[CH2:20]3)=[O:15])=[CH:10][CH:9]=1)(C)(C)C.C(O)(C(F)(F)F)=O. Product: [NH2:7][C:8]1[CH:9]=[CH:10][C:11]([C:14]([N:16]2[CH2:22][C:21]3([CH3:24])[CH2:23][CH:17]2[CH2:18][C:19]([CH3:26])([CH3:25])[CH2:20]3)=[O:15])=[CH:12][CH:13]=1. The catalyst class is: 2. (3) Reactant: [CH3:1][N:2]1[CH2:7][CH2:6][CH2:5][CH2:4][C:3]1=[O:8].C([N-]C(C)C)(C)C.[Li+].[C:17]1([S:23][S:23][C:17]2[CH:22]=[CH:21][CH:20]=[CH:19][CH:18]=2)[CH:22]=[CH:21][CH:20]=[CH:19][CH:18]=1.CN(C)P(N(C)C)(N(C)C)=[O:34].[OH2:42]. Product: [C:17]1([S:23]([CH:4]2[CH2:5][CH2:6][CH2:7][N:2]([CH3:1])[C:3]2=[O:8])(=[O:34])=[O:42])[CH:22]=[CH:21][CH:20]=[CH:19][CH:18]=1. The catalyst class is: 1. (4) Reactant: [CH3:1][N:2]1[C:10]2[CH:9]=[CH:8][CH:7]=[C:6]([C:11]([OH:13])=O)[C:5]=2[C:4]2([C:25]3[C:16](=[CH:17][C:18]4[O:23][CH2:22][CH2:21][O:20][C:19]=4[CH:24]=3)[O:15][CH2:14]2)[C:3]1=[O:26].O[C:28]1[C:36]2N=N[NH:33][C:32]=2[CH:31]=[CH:30][CH:29]=1.F[B-](F)(F)F.N1(OC(N(C)C)=[N+](C)C)C2C=CC=CC=2N=N1.C(N(CC)C(C)C)(C)C.C(N)CCCCC. Product: [CH2:32]([NH:33][C:11]([C:6]1[C:5]2[C:4]3([C:25]4[C:16](=[CH:17][C:18]5[O:23][CH2:22][CH2:21][O:20][C:19]=5[CH:24]=4)[O:15][CH2:14]3)[C:3](=[O:26])[N:2]([CH3:1])[C:10]=2[CH:9]=[CH:8][CH:7]=1)=[O:13])[CH2:31][CH2:30][CH2:29][CH2:28][CH3:36]. The catalyst class is: 9. (5) Reactant: [Br:1][C:2]1[CH:15]=[CH:14][C:5]([CH2:6][C@H:7]2[C@@H:12]([OH:13])[CH:11]=[CH:10]S[CH2:8]2)=[CH:4][CH:3]=1.O.O[O:18][S:19]([O-:21])=O.[K+].CC([O-])=O.[Na+]. Product: [Br:1][C:2]1[CH:3]=[CH:4][C:5]([CH2:6][C@H:7]2[C@@H:12]([OH:13])[CH:11]=[CH:10][S:19](=[O:21])(=[O:18])[CH2:8]2)=[CH:14][CH:15]=1. The catalyst class is: 1. (6) Reactant: [CH2:1]([O:8][NH:9][C:10](=[O:44])[C@H:11]([N:20]([CH2:34][C:35]1[CH:40]=[CH:39][C:38]2[O:41][CH2:42][O:43][C:37]=2[CH:36]=1)[S:21]([C:24]1[C:29]([CH3:30])=[CH:28][C:27]([O:31][CH3:32])=[CH:26][C:25]=1[CH3:33])(=[O:23])=[O:22])[CH2:12][O:13]C1CCCCO1)[C:2]1[CH:7]=[CH:6][CH:5]=[CH:4][CH:3]=1.O.C1(C)C=CC(S(O)(=O)=O)=CC=1. Product: [CH2:1]([O:8][NH:9][C:10](=[O:44])[C@H:11]([N:20]([CH2:34][C:35]1[CH:40]=[CH:39][C:38]2[O:41][CH2:42][O:43][C:37]=2[CH:36]=1)[S:21]([C:24]1[C:29]([CH3:30])=[CH:28][C:27]([O:31][CH3:32])=[CH:26][C:25]=1[CH3:33])(=[O:23])=[O:22])[CH2:12][OH:13])[C:2]1[CH:7]=[CH:6][CH:5]=[CH:4][CH:3]=1. The catalyst class is: 5. (7) Product: [C:19]([CH:18]([CH2:17][C:16]1[CH:15]=[CH:14][C:13]([C:11]#[N:12])=[CH:44][CH:43]=1)[CH2:31][CH2:32][C:33]1[CH:38]=[CH:37][C:36]([C:39]([O:41][CH3:42])=[O:40])=[CH:35][CH:34]=1)([OH:21])=[O:20]. Reactant: C(N(CC)CC)C.C(O)=O.[C:11]([C:13]1[CH:44]=[CH:43][C:16]([CH2:17][C:18]([CH2:31][CH2:32][C:33]2[CH:38]=[CH:37][C:36]([C:39]([O:41][CH3:42])=[O:40])=[CH:35][CH:34]=2)(C(OCC=C)=O)[C:19]([O:21]CC=C)=[O:20])=[CH:15][CH:14]=1)#[N:12].C1(P(C2C=CC=CC=2)C2C=CC=CC=2)C=CC=CC=1. The catalyst class is: 160. (8) Reactant: [CH3:1][O:2][C:3]([C:5]1[S:6][C:7]([C:10]([CH3:14])([CH3:13])[CH2:11][OH:12])=[CH:8][CH:9]=1)=[O:4].[CH3:15][C:16]1[CH:21]=[C:20](O)[CH:19]=[C:18]([CH3:23])[C:17]=1[C:24]1[CH:29]=[CH:28][C:27]([C:30]([F:33])([F:32])[F:31])=[CH:26][CH:25]=1.C1C=CC(P(C2C=CC=CC=2)C2C=CC=CC=2)=CC=1.N(C(N1CCCCC1)=O)=NC(N1CCCCC1)=O. Product: [CH3:1][O:2][C:3]([C:5]1[S:6][C:7]([C:10]([CH3:14])([CH3:13])[CH2:11][O:12][C:20]2[CH:21]=[C:16]([CH3:15])[C:17]([C:24]3[CH:29]=[CH:28][C:27]([C:30]([F:31])([F:33])[F:32])=[CH:26][CH:25]=3)=[C:18]([CH3:23])[CH:19]=2)=[CH:8][CH:9]=1)=[O:4]. The catalyst class is: 224.